This data is from Forward reaction prediction with 1.9M reactions from USPTO patents (1976-2016). The task is: Predict the product of the given reaction. (1) Given the reactants Cl.[CH:2]1([CH2:5][O:6][C:7]2[CH:12]=[CH:11][C:10]([O:13][CH3:14])=[CH:9][C:8]=2[C:15]2[C:16]3[NH:23][C:22]([CH3:24])=[C:21]([C:25]([NH:27][CH:28]4[CH2:33][CH2:32][NH:31][CH2:30][CH2:29]4)=[O:26])[C:17]=3[N:18]=[CH:19][N:20]=2)[CH2:4][CH2:3]1.[C:34](Cl)(=[O:36])[CH3:35], predict the reaction product. The product is: [C:34]([N:31]1[CH2:30][CH2:29][CH:28]([NH:27][C:25]([C:21]2[C:17]3[N:18]=[CH:19][N:20]=[C:15]([C:8]4[CH:9]=[C:10]([O:13][CH3:14])[CH:11]=[CH:12][C:7]=4[O:6][CH2:5][CH:2]4[CH2:4][CH2:3]4)[C:16]=3[NH:23][C:22]=2[CH3:24])=[O:26])[CH2:33][CH2:32]1)(=[O:36])[CH3:35]. (2) The product is: [CH2:1]([O:23][CH2:22][CH2:21][O:20][CH2:19][CH2:18][O:17][CH2:16][CH2:15][O:14][CH2:10][CH2:11][CH2:12][CH3:13])[CH2:2][CH2:3][CH2:4][CH2:5][CH2:6][CH2:7][CH3:8]. Given the reactants [CH2:1](Br)[CH2:2][CH2:3][CH2:4][CH2:5][CH2:6][CH2:7][CH3:8].[CH2:10]([O:14][CH2:15][CH2:16][O:17][CH2:18][CH2:19][O:20][CH2:21][CH2:22][OH:23])[CH2:11][CH2:12][CH3:13].C(OCCOCCO)CCC, predict the reaction product.